Dataset: NCI-60 drug combinations with 297,098 pairs across 59 cell lines. Task: Regression. Given two drug SMILES strings and cell line genomic features, predict the synergy score measuring deviation from expected non-interaction effect. (1) Drug 2: CN(CCCl)CCCl.Cl. Cell line: SK-OV-3. Drug 1: C1C(C(OC1N2C=NC3=C(N=C(N=C32)Cl)N)CO)O. Synergy scores: CSS=12.7, Synergy_ZIP=-4.67, Synergy_Bliss=-4.56, Synergy_Loewe=-0.705, Synergy_HSA=-0.434. (2) Drug 1: CC1=C2C(C(=O)C3(C(CC4C(C3C(C(C2(C)C)(CC1OC(=O)C(C(C5=CC=CC=C5)NC(=O)OC(C)(C)C)O)O)OC(=O)C6=CC=CC=C6)(CO4)OC(=O)C)O)C)O. Drug 2: CC(C)CN1C=NC2=C1C3=CC=CC=C3N=C2N. Cell line: OVCAR-5. Synergy scores: CSS=34.1, Synergy_ZIP=-1.84, Synergy_Bliss=-6.64, Synergy_Loewe=-20.0, Synergy_HSA=-6.54. (3) Drug 1: CC12CCC(CC1=CCC3C2CCC4(C3CC=C4C5=CN=CC=C5)C)O. Drug 2: C1=NC2=C(N=C(N=C2N1C3C(C(C(O3)CO)O)O)F)N. Cell line: HL-60(TB). Synergy scores: CSS=12.8, Synergy_ZIP=-9.81, Synergy_Bliss=-18.5, Synergy_Loewe=-41.5, Synergy_HSA=-22.3. (4) Drug 1: C1=NC2=C(N=C(N=C2N1C3C(C(C(O3)CO)O)O)F)N. Cell line: RXF 393. Drug 2: CC1=C(C(CCC1)(C)C)C=CC(=CC=CC(=CC(=O)O)C)C. Synergy scores: CSS=1.37, Synergy_ZIP=-1.48, Synergy_Bliss=-2.92, Synergy_Loewe=1.19, Synergy_HSA=-0.619. (5) Drug 1: CCC1(C2=C(COC1=O)C(=O)N3CC4=CC5=C(C=CC(=C5CN(C)C)O)N=C4C3=C2)O.Cl. Drug 2: N.N.Cl[Pt+2]Cl. Cell line: OVCAR-4. Synergy scores: CSS=22.6, Synergy_ZIP=-0.878, Synergy_Bliss=-2.02, Synergy_Loewe=-2.03, Synergy_HSA=-1.76. (6) Drug 2: CC1=C(C(CCC1)(C)C)C=CC(=CC=CC(=CC(=O)O)C)C. Synergy scores: CSS=13.2, Synergy_ZIP=-1.65, Synergy_Bliss=4.58, Synergy_Loewe=-21.1, Synergy_HSA=2.03. Drug 1: CCC1=CC2CC(C3=C(CN(C2)C1)C4=CC=CC=C4N3)(C5=C(C=C6C(=C5)C78CCN9C7C(C=CC9)(C(C(C8N6C)(C(=O)OC)O)OC(=O)C)CC)OC)C(=O)OC.C(C(C(=O)O)O)(C(=O)O)O. Cell line: HOP-62. (7) Drug 1: C1CNP(=O)(OC1)N(CCCl)CCCl. Drug 2: C(CN)CNCCSP(=O)(O)O. Cell line: RXF 393. Synergy scores: CSS=1.65, Synergy_ZIP=0.756, Synergy_Bliss=-0.335, Synergy_Loewe=-3.36, Synergy_HSA=-4.73.